From a dataset of Reaction yield outcomes from USPTO patents with 853,638 reactions. Predict the reaction yield, written as a fraction of the theoretical maximum amount of product (1.0 means a 100% yield; for example, 0.34 means a 34% yield). (1) The reactants are [S:1]1[C:5]2[CH:6]=[CH:7][CH:8]=[CH:9][C:4]=2[N:3]=[N:2]1.[BrH:10].[Br:11]Br.S([O-])([O-])(=O)=S.[Na+].[Na+]. The catalyst is ClCCl. The product is [Br:10][C:9]1[C:4]2[N:3]=[N:2][S:1][C:5]=2[C:6]([Br:11])=[CH:7][CH:8]=1. The yield is 0.290. (2) The reactants are Cl[C:2]1[C:11]2[C:6](=[CH:7][C:8]([O:16][CH3:17])=[C:9]([O:12][CH2:13][CH2:14][Cl:15])[CH:10]=2)[N:5]=[CH:4][N:3]=1.[NH2:18][C:19]1[C:24]([Cl:25])=[CH:23][N:22]=[C:21]2[O:26][CH2:27][O:28][C:20]=12. No catalyst specified. The product is [Cl:15][CH2:14][CH2:13][O:12][C:9]1[CH:10]=[C:11]2[C:6](=[CH:7][C:8]=1[O:16][CH3:17])[N:5]=[CH:4][N:3]=[C:2]2[NH:18][C:19]1[C:24]([Cl:25])=[CH:23][N:22]=[C:21]2[O:26][CH2:27][O:28][C:20]=12. The yield is 0.590.